From a dataset of Catalyst prediction with 721,799 reactions and 888 catalyst types from USPTO. Predict which catalyst facilitates the given reaction. (1) Reactant: [H-].[Na+].[CH:3]([C:6]1[CH:11]=[CH:10][C:9]([CH:12]2[C:16]3[CH:17]=[CH:18][C:19]([OH:21])=[CH:20][C:15]=3[O:14][C:13]2([CH3:23])[CH3:22])=[CH:8][CH:7]=1)([CH3:5])[CH3:4].[CH3:24][O:25][C:26]1[CH:33]=[CH:32][C:29]([CH2:30]Cl)=[CH:28][CH:27]=1.O. Product: [CH:3]([C:6]1[CH:7]=[CH:8][C:9]([CH:12]2[C:16]3[CH:17]=[CH:18][C:19]([O:21][CH2:30][C:29]4[CH:32]=[CH:33][C:26]([O:25][CH3:24])=[CH:27][CH:28]=4)=[CH:20][C:15]=3[O:14][C:13]2([CH3:23])[CH3:22])=[CH:10][CH:11]=1)([CH3:5])[CH3:4]. The catalyst class is: 9. (2) Reactant: [H-].[Na+].[CH3:3][C:4]1[CH:11]=[CH:10][C:7]([CH:8]=O)=[CH:6][C:5]=1[N+:12]([O-:14])=[O:13].[CH2:15]([O:17][C:18](=[O:28])[CH2:19]P(OCC)(OCC)=O)[CH3:16].Cl. Product: [CH2:15]([O:17][C:18](=[O:28])[CH:19]=[CH:8][C:7]1[CH:10]=[CH:11][C:4]([CH3:3])=[C:5]([N+:12]([O-:14])=[O:13])[CH:6]=1)[CH3:16]. The catalyst class is: 7. (3) Reactant: [Cl:1][C:2]1[CH:3]=[CH:4][C:5]([O:15][CH2:16][C:17]2[CH:22]=[CH:21][CH:20]=[C:19]([F:23])[C:18]=2[F:24])=[C:6]([C:8](=O)[CH2:9][CH2:10][C:11](=O)[CH3:12])[CH:7]=1.[CH3:25][O:26][C:27](=[O:36])[C:28]1[CH:33]=[C:32]([NH2:34])[CH:31]=[C:30]([NH2:35])[CH:29]=1.CC1C=CC(S(O)(=O)=O)=CC=1. Product: [CH3:25][O:26][C:27](=[O:36])[C:28]1[CH:29]=[C:30]([NH2:35])[CH:31]=[C:32]([N:34]2[C:11]([CH3:12])=[CH:10][CH:9]=[C:8]2[C:6]2[CH:7]=[C:2]([Cl:1])[CH:3]=[CH:4][C:5]=2[O:15][CH2:16][C:17]2[CH:22]=[CH:21][CH:20]=[C:19]([F:23])[C:18]=2[F:24])[CH:33]=1. The catalyst class is: 291. (4) Reactant: [H-].[Na+].[CH3:3][S:4]([NH2:7])(=[O:6])=[O:5].[F:8][C:9]1[CH:10]=[C:11]([C:33](O)=[O:34])[C:12]2[CH2:13][C:14]([CH3:32])([CH3:31])[CH:15]([C:19]3[CH:24]=[CH:23][CH:22]=[C:21]([N:25]4[CH2:30][CH2:29][O:28][CH2:27][CH2:26]4)[CH:20]=3)[NH:16][C:17]=2[CH:18]=1.C(N1C=CN=C1)(N1C=CN=C1)=O. Product: [F:8][C:9]1[CH:10]=[C:11]([C:33]([NH:7][S:4]([CH3:3])(=[O:6])=[O:5])=[O:34])[C:12]2[CH2:13][C:14]([CH3:31])([CH3:32])[CH:15]([C:19]3[CH:24]=[CH:23][CH:22]=[C:21]([N:25]4[CH2:26][CH2:27][O:28][CH2:29][CH2:30]4)[CH:20]=3)[NH:16][C:17]=2[CH:18]=1. The catalyst class is: 9. (5) Reactant: [CH2:1]([O:8][C:9]1[CH:16]=[CH:15][C:14]([OH:17])=[CH:13][C:10]=1[CH:11]=[O:12])[C:2]1[CH:7]=[CH:6][CH:5]=[CH:4][CH:3]=1.[CH2:18](I)[CH3:19].C(=O)([O-])[O-].[K+].[K+].CN(C)C=O. The catalyst class is: 6. Product: [CH2:1]([O:8][C:9]1[CH:16]=[CH:15][C:14]([O:17][CH2:18][CH3:19])=[CH:13][C:10]=1[CH:11]=[O:12])[C:2]1[CH:3]=[CH:4][CH:5]=[CH:6][CH:7]=1. (6) Reactant: Cl[CH2:2][C:3]([C:5]1[CH:6]=[C:7]([CH:10]=[O:11])[NH:8][CH:9]=1)=[O:4].[NH:12]1[CH2:17][CH2:16][O:15][CH2:14][CH2:13]1. Product: [O:15]1[CH2:16][CH2:17][N:12]([CH2:2][C:3]([C:5]2[CH:6]=[C:7]([CH:10]=[O:11])[NH:8][CH:9]=2)=[O:4])[CH2:13][CH2:14]1. The catalyst class is: 14. (7) Reactant: [F:1][C:2]1[C:11]2[O:10][CH2:9][CH:8]=[CH:7][C:6]=2[C:5]([C:12]([NH2:14])=[O:13])=[CH:4][CH:3]=1.[N:15]([O-:17])=[O:16].[Na+].II.C(OCC)(=O)C. Product: [F:1][C:2]1[C:11]2[O:10][CH2:9][C:8]([N+:15]([O-:17])=[O:16])=[CH:7][C:6]=2[C:5]([C:12]([NH2:14])=[O:13])=[CH:4][CH:3]=1. The catalyst class is: 6. (8) Reactant: Br[C:2]1[C:3]([O:8][CH:9]2[CH2:14][CH2:13][N:12]([C:15]([O:17][C:18]([CH3:21])([CH3:20])[CH3:19])=[O:16])[CH2:11][CH2:10]2)=[N:4][CH:5]=[CH:6][CH:7]=1.[O:22]1[CH2:27][CH:26]=[C:25](B2OC(C)(C)C(C)(C)O2)[CH2:24][CH2:23]1.C([O-])([O-])=O.[Na+].[Na+]. Product: [O:22]1[CH2:23][CH:24]=[C:25]([C:2]2[C:3]([O:8][CH:9]3[CH2:14][CH2:13][N:12]([C:15]([O:17][C:18]([CH3:21])([CH3:20])[CH3:19])=[O:16])[CH2:11][CH2:10]3)=[N:4][CH:5]=[CH:6][CH:7]=2)[CH2:26][CH2:27]1. The catalyst class is: 117. (9) Product: [Cl:1][C:2]1[CH:16]=[CH:15][C:5]([O:6][C:7]2[CH:8]=[CH:11][C:12]([C:27]#[CH:28])=[CH:13][CH:14]=2)=[CH:4][C:3]=1[C:17]([F:18])([F:19])[F:20]. The catalyst class is: 5. Reactant: [Cl:1][C:2]1[CH:16]=[CH:15][C:5]([O:6][C:7]2[CH:14]=[CH:13][CH:12]=[CH:11][C:8]=2C=O)=[CH:4][C:3]=1[C:17]([F:20])([F:19])[F:18].COP([C:27](=[N+]=[N-])[C:28](=O)C)(=O)OC.C(=O)([O-])[O-].[K+].[K+]. (10) Reactant: [O:1]1[C:5]2[CH:6]=[CH:7][C:8]([C:10]3([C:13]([NH:15][C:16]4[CH:17]=[C:18]5[C:22](=[CH:23][CH:24]=4)[NH:21][C:20]([C:25]([CH3:28])([CH3:27])[CH3:26])=[CH:19]5)=[O:14])[CH2:12][CH2:11]3)=[CH:9][C:4]=2[O:3][CH2:2]1.[H-].[Na+].[CH2:31]([CH:33]1[O:35][CH2:34]1)Cl.[CH3:36][NH2:37]. Product: [O:1]1[C:5]2[CH:6]=[CH:7][C:8]([C:10]3([C:13]([NH:15][C:16]4[CH:17]=[C:18]5[C:22](=[CH:23][CH:24]=4)[N:21]([CH2:31][CH:33]([OH:35])[CH2:34][NH:37][CH3:36])[C:20]([C:25]([CH3:28])([CH3:27])[CH3:26])=[CH:19]5)=[O:14])[CH2:12][CH2:11]3)=[CH:9][C:4]=2[O:3][CH2:2]1. The catalyst class is: 198.